From a dataset of NCI-60 drug combinations with 297,098 pairs across 59 cell lines. Regression. Given two drug SMILES strings and cell line genomic features, predict the synergy score measuring deviation from expected non-interaction effect. (1) Drug 1: CC1C(C(CC(O1)OC2CC(OC(C2O)C)OC3=CC4=CC5=C(C(=O)C(C(C5)C(C(=O)C(C(C)O)O)OC)OC6CC(C(C(O6)C)O)OC7CC(C(C(O7)C)O)OC8CC(C(C(O8)C)O)(C)O)C(=C4C(=C3C)O)O)O)O. Cell line: SK-MEL-28. Drug 2: CCCCC(=O)OCC(=O)C1(CC(C2=C(C1)C(=C3C(=C2O)C(=O)C4=C(C3=O)C=CC=C4OC)O)OC5CC(C(C(O5)C)O)NC(=O)C(F)(F)F)O. Synergy scores: CSS=94.3, Synergy_ZIP=18.5, Synergy_Bliss=17.6, Synergy_Loewe=15.2, Synergy_HSA=16.9. (2) Drug 1: CC12CCC3C(C1CCC2=O)CC(=C)C4=CC(=O)C=CC34C. Drug 2: CC1=C2C(C(=O)C3(C(CC4C(C3C(C(C2(C)C)(CC1OC(=O)C(C(C5=CC=CC=C5)NC(=O)OC(C)(C)C)O)O)OC(=O)C6=CC=CC=C6)(CO4)OC(=O)C)O)C)O. Cell line: SK-MEL-5. Synergy scores: CSS=56.8, Synergy_ZIP=-2.09, Synergy_Bliss=-2.09, Synergy_Loewe=-8.83, Synergy_HSA=-0.0684.